From a dataset of Reaction yield outcomes from USPTO patents with 853,638 reactions. Predict the reaction yield, written as a fraction of the theoretical maximum amount of product (1.0 means a 100% yield; for example, 0.34 means a 34% yield). (1) The yield is 0.830. The reactants are Br[C:2]1[CH:7]=[CH:6][C:5]([Br:8])=[CH:4][CH:3]=1.C([Li])CCC.CON(C)[C:17]([CH:19]1[CH2:24][CH2:23][N:22]([C:25]2[N:30]=[CH:29][CH:28]=[CH:27][N:26]=2)[CH2:21][CH2:20]1)=[O:18].C(Cl)Cl. The product is [Br:8][C:5]1[CH:6]=[CH:7][C:2]([C:17]([CH:19]2[CH2:20][CH2:21][N:22]([C:25]3[N:26]=[CH:27][CH:28]=[CH:29][N:30]=3)[CH2:23][CH2:24]2)=[O:18])=[CH:3][CH:4]=1. The catalyst is C1COCC1.C(OCC)(=O)C.C(Cl)Cl. (2) The reactants are [CH3:1][S:2](Cl)(=[O:4])=[O:3].[CH:6]([C@@H:19]1[O:24][CH2:23][C@@H:22]([OH:25])[CH2:21][CH2:20]1)([C:13]1[CH:18]=[CH:17][CH:16]=[CH:15][CH:14]=1)[C:7]1[CH:12]=[CH:11][CH:10]=[CH:9][CH:8]=1.C(N(CC)CC)C. The yield is 0.778. The catalyst is C(Cl)Cl. The product is [CH:6]([C@@H:19]1[O:24][CH2:23][C@@H:22]([O:25][S:2]([CH3:1])(=[O:4])=[O:3])[CH2:21][CH2:20]1)([C:13]1[CH:18]=[CH:17][CH:16]=[CH:15][CH:14]=1)[C:7]1[CH:8]=[CH:9][CH:10]=[CH:11][CH:12]=1. (3) The reactants are N1C(Cl)=NC(Cl)=NC=1[Cl:3].CN(C)C=O.[Cl:15][C:16]1[C:17]([CH3:39])=[C:18]([C:28]2[CH:29]=[CH:30][C:31]([C:34]([N:36]([CH3:38])[CH3:37])=[O:35])=[N:32][CH:33]=2)[C:19]([O:25][CH2:26][CH3:27])=[C:20]([CH:22](O)[CH3:23])[CH:21]=1. The catalyst is ClCCl. The product is [Cl:15][C:16]1[C:17]([CH3:39])=[C:18]([C:28]2[CH:29]=[CH:30][C:31]([C:34]([N:36]([CH3:38])[CH3:37])=[O:35])=[N:32][CH:33]=2)[C:19]([O:25][CH2:26][CH3:27])=[C:20]([CH:22]([Cl:3])[CH3:23])[CH:21]=1. The yield is 0.900. (4) The catalyst is C(Cl)Cl. The product is [CH2:1]([NH:8][C:9]([C:10]1[CH:15]=[CH:14][C:13]([NH:16][NH:17][CH:33]=[C:27]([C:24]2[CH:25]=[CH:26][C:21]([C:19]#[N:20])=[CH:22][CH:23]=2)[C:28]([O:30][CH2:31][CH3:32])=[O:29])=[CH:37][CH:11]=1)=[O:18])[C:2]1[CH:7]=[CH:6][CH:5]=[CH:4][CH:3]=1. The reactants are [CH2:1]([NH:8][C:9](=[O:18])[C:10]1[CH:15]=[CH:14][C:13]([NH:16][NH2:17])=N[CH:11]=1)[C:2]1[CH:7]=[CH:6][CH:5]=[CH:4][CH:3]=1.[C:19]([C:21]1[CH:26]=[CH:25][C:24]([C:27](=[CH:33]N(C)C)[C:28]([O:30][CH2:31][CH3:32])=[O:29])=[CH:23][CH:22]=1)#[N:20].[CH2:37](O)C. The yield is 0.390. (5) The reactants are BrBr.[CH2:3]([O:5][C:6]([CH:8]1[CH2:19][N:18]([CH:20]2[CH2:25][CH2:24][CH2:23][CH2:22][CH2:21]2)[C:11]2[N:12]=[C:13]([S:16][CH3:17])[N:14]=[CH:15][C:10]=2[C:9]1=[O:26])=[O:7])[CH3:4].C(N(C(C)C)CC)(C)C. The yield is 0.870. The catalyst is C(Cl)Cl. The product is [CH2:3]([O:5][C:6]([C:8]1[C:9](=[O:26])[C:10]2[CH:15]=[N:14][C:13]([S:16][CH3:17])=[N:12][C:11]=2[N:18]([CH:20]2[CH2:21][CH2:22][CH2:23][CH2:24][CH2:25]2)[CH:19]=1)=[O:7])[CH3:4].